Task: Predict the reaction yield, written as a fraction of the theoretical maximum amount of product (1.0 means a 100% yield; for example, 0.34 means a 34% yield).. Dataset: Reaction yield outcomes from USPTO patents with 853,638 reactions (1) The reactants are [H-].[Na+].N[C:4]1C=CC=CC=1.[CH3:10][C:11]1[CH2:15][C:14]([CH3:16])=[C:13]([CH3:17])[C:12]=1[CH3:18].ClC[SiH:21]([C:29]1[CH:34]=[CH:33][C:32]([CH3:35])=[CH:31][CH:30]=1)[C:22]1[CH:27]=[CH:26][C:25]([CH3:28])=[CH:24][CH:23]=1.C(=O)([O-])O.[Na+].C(=O)([O-])[O-].[Na+].[Na+]. The catalyst is O1CCCC1.C1(C)C=CC=CC=1. The product is [CH3:18][C:12]1[C:11]([SiH:21]([C:29]2[CH:30]=[CH:31][C:32]([CH3:35])=[CH:33][CH:34]=2)[C:22]2[CH:23]=[CH:24][C:25]([CH3:28])=[CH:26][CH:27]=2)([CH3:10])[C:15]([CH3:4])=[C:14]([CH3:16])[C:13]=1[CH3:17]. The yield is 0.395. (2) The reactants are [C:1]1([C@@H:7]2[N:12]([S:13]([C:16]3[CH:21]=[CH:20][C:19]([CH3:22])=[CH:18][CH:17]=3)(=[O:15])=[O:14])[CH2:11][CH:10]3[C@@:8]2([C:23]([OH:25])=O)[CH2:9]3)[CH:6]=[CH:5][CH:4]=[CH:3][CH:2]=1.S(Cl)([Cl:28])=O. The catalyst is C1(C)C=CC=CC=1.CN(C=O)C. The product is [C:1]1([C@@H:7]2[N:12]([S:13]([C:16]3[CH:21]=[CH:20][C:19]([CH3:22])=[CH:18][CH:17]=3)(=[O:15])=[O:14])[CH2:11][CH:10]3[C@@:8]2([C:23]([Cl:28])=[O:25])[CH2:9]3)[CH:6]=[CH:5][CH:4]=[CH:3][CH:2]=1. The yield is 1.00. (3) The reactants are [Si]([O:8][CH2:9][C:10]1[N:11]=[C:12]([C:15]([C:17]2[CH:18]=[N:19][CH:20]=[N:21][CH:22]=2)=[CH2:16])[S:13][CH:14]=1)(C(C)(C)C)(C)C.F.F.F.C(N(CC)CC)C. The catalyst is C1COCC1. The product is [N:19]1[CH:18]=[C:17]([C:15]([C:12]2[S:13][CH:14]=[C:10]([CH2:9][OH:8])[N:11]=2)=[CH2:16])[CH:22]=[N:21][CH:20]=1. The yield is 0.251. (4) The reactants are [CH3:1][C:2]([CH3:4])=[O:3].[CH3:5][N:6]([CH3:15])[C:7]1[CH:14]=[CH:13][C:10]([CH:11]=O)=[CH:9][CH:8]=1.[OH-].[Na+]. The catalyst is [Cl-].C([N+](C)(C)C)CCCCCCCCCCCCCCC.[Cl-].[Na+].O. The product is [CH3:5][N:6]([CH3:15])[C:7]1[CH:14]=[CH:13][C:10]([CH:11]=[CH:1][C:2](=[O:3])[CH:4]=[CH:11][C:10]2[CH:13]=[CH:14][C:7]([N:6]([CH3:15])[CH3:5])=[CH:8][CH:9]=2)=[CH:9][CH:8]=1. The yield is 0.220. (5) The reactants are [F:1][C:2]1[CH:7]=[C:6]([F:8])[CH:5]=[CH:4][C:3]=1[OH:9].[Cl:10][CH2:11][C:12]([NH:14][CH2:15]O)=[O:13].S(=O)(=O)(O)O. The catalyst is C(O)(=O)C. The product is [Cl:10][CH2:11][C:12]([NH:14][CH2:15][C:4]1[CH:5]=[C:6]([F:8])[CH:7]=[C:2]([F:1])[C:3]=1[OH:9])=[O:13]. The yield is 0.480. (6) The reactants are [Br:1][C:2]1[CH:7]=[C:6]([O:8]CC2C=CC=CC=2)[CH:5]=[C:4]([F:16])[CH:3]=1.CN(C)C1C=CC=CC=1.[Cl-].[Al+3].[Cl-].[Cl-]. The catalyst is C(Cl)Cl. The product is [Br:1][C:2]1[CH:7]=[C:6]([OH:8])[CH:5]=[C:4]([F:16])[CH:3]=1. The yield is 0.920. (7) The reactants are [NH2:1][C:2]1[C:3]2[N:4]([C:8]([C@@H:12]3[CH2:20][CH2:19][C@@H:18]4[N:14]([C:15](=[O:21])[CH2:16][CH2:17]4)[CH2:13]3)=[N:9][C:10]=2Br)[CH:5]=[CH:6][N:7]=1.[CH3:22][O:23][C:24]1[CH:29]=[C:28]([C:30](=[O:42])[NH:31][C:32]2[CH:37]=[C:36]([C:38]([F:41])([F:40])[F:39])[CH:35]=[CH:34][N:33]=2)[CH:27]=[CH:26][C:25]=1[B-](F)(F)F.[K+]. No catalyst specified. The product is [NH2:1][C:2]1[C:3]2[N:4]([C:8]([C@@H:12]3[CH2:20][CH2:19][C@@H:18]4[N:14]([C:15](=[O:21])[CH2:16][CH2:17]4)[CH2:13]3)=[N:9][C:10]=2[C:25]2[CH:26]=[CH:27][C:28]([C:30]([NH:31][C:32]3[CH:37]=[C:36]([C:38]([F:41])([F:39])[F:40])[CH:35]=[CH:34][N:33]=3)=[O:42])=[CH:29][C:24]=2[O:23][CH3:22])[CH:5]=[CH:6][N:7]=1. The yield is 0.659.